From a dataset of KCNQ2 potassium channel screen with 302,405 compounds. Binary Classification. Given a drug SMILES string, predict its activity (active/inactive) in a high-throughput screening assay against a specified biological target. The compound is O=C1CC(CC=2NC(=C(C(C12)c1cc(OC)c(O)c(OC)c1)C#N)C)(C)C. The result is 0 (inactive).